From a dataset of Catalyst prediction with 721,799 reactions and 888 catalyst types from USPTO. Predict which catalyst facilitates the given reaction. (1) Reactant: Cl[C:2]1[C:7]2[CH:8]=[C:9]([C:11]3[CH:16]=[CH:15][C:14]([C:17]([CH3:20])([CH3:19])[CH3:18])=[CH:13][CH:12]=3)[S:10][C:6]=2[C:5]([C:21]#[N:22])=[CH:4][N:3]=1.[CH:23]1([NH2:29])[CH2:28][CH2:27][CH2:26][CH2:25][CH2:24]1.C(=O)([O-])[O-].[K+].[K+]. Product: [CH:23]1([NH:29][C:2]2[C:7]3[CH:8]=[C:9]([C:11]4[CH:16]=[CH:15][C:14]([C:17]([CH3:18])([CH3:20])[CH3:19])=[CH:13][CH:12]=4)[S:10][C:6]=3[C:5]([C:21]#[N:22])=[CH:4][N:3]=2)[CH2:28][CH2:27][CH2:26][CH2:25][CH2:24]1. The catalyst class is: 3. (2) Reactant: N1CCCCC1.C1C2C(CO[C:22]([N:24](C)[C@@H:25]([CH2:29][S:30][S:31][C:32]([CH3:35])([CH3:34])[CH3:33])[C:26]([OH:28])=[O:27])=O)C3C(=CC=CC=3)C=2C=CC=1.[C:45](O[C:45]([O:47][C:48]([CH3:51])([CH3:50])[CH3:49])=[O:46])([O:47][C:48]([CH3:51])([CH3:50])[CH3:49])=[O:46].C(N(CC)CC)C. Product: [C:48]([O:47][C:45]([N:24]([CH3:22])[C@@H:25]([CH2:29][S:30][S:31][C:32]([CH3:34])([CH3:33])[CH3:35])[C:26]([OH:28])=[O:27])=[O:46])([CH3:49])([CH3:50])[CH3:51]. The catalyst class is: 7. (3) Reactant: [Br:1][C:2]1[CH:3]=[C:4]([CH2:8][C:9]([OH:11])=[O:10])[CH:5]=[N:6][CH:7]=1.[CH2:12](O)[C:13]1[CH:18]=[CH:17][CH:16]=[CH:15][CH:14]=1.C1CCC(N=C=NC2CCCCC2)CC1. Product: [CH2:12]([O:10][C:9](=[O:11])[CH2:8][C:4]1[CH:5]=[N:6][CH:7]=[C:2]([Br:1])[CH:3]=1)[C:13]1[CH:18]=[CH:17][CH:16]=[CH:15][CH:14]=1. The catalyst class is: 79. (4) Reactant: [F:1][C:2]1[CH:7]=[C:6]([F:8])[CH:5]=[CH:4][C:3]=1[C:9]1[C:14]([C:15]([O:17][CH2:18][CH3:19])=[O:16])=[CH:13][CH:12]=[CH:11][N+:10]=1[O-].P(Cl)(Cl)([Cl:23])=O. Product: [Cl:23][C:11]1[CH:12]=[CH:13][C:14]([C:15]([O:17][CH2:18][CH3:19])=[O:16])=[C:9]([C:3]2[CH:4]=[CH:5][C:6]([F:8])=[CH:7][C:2]=2[F:1])[N:10]=1. The catalyst class is: 68. (5) Reactant: [CH:1]12[CH2:7][CH:4]([CH2:5][CH2:6]1)[CH2:3][CH:2]2[CH:8]=[O:9].[C:10]([Mg]Br)([CH3:12])=[CH2:11].[Cl-].[NH4+]. Product: [CH:1]12[CH2:7][CH:4]([CH2:5][CH2:6]1)[CH2:3][CH:2]2[CH:8]([OH:9])[C:10]([CH3:12])=[CH2:11]. The catalyst class is: 1. (6) The catalyst class is: 809. Reactant: CS(O[CH2:6][C:7]1([CH2:11][O:12][CH2:13][C:14]2[CH:19]=[CH:18][CH:17]=[CH:16][CH:15]=2)[CH2:10][CH2:9][CH2:8]1)(=O)=O.[K].[CH3:21][N:22](C)C=O. Product: [CH2:13]([O:12][CH2:11][C:7]1([CH2:6][C:21]#[N:22])[CH2:10][CH2:9][CH2:8]1)[C:14]1[CH:19]=[CH:18][CH:17]=[CH:16][CH:15]=1. (7) Reactant: [CH2:1]([N:8]1[CH2:13][CH2:12][NH:11][C@H:10]([CH2:14][C:15]2[CH:20]=[CH:19][CH:18]=[CH:17][CH:16]=2)[CH2:9]1)[C:2]1[CH:7]=[CH:6][CH:5]=[CH:4][CH:3]=1.C(N(CC)CC)C.[CH3:28][S:29](Cl)(=[O:31])=[O:30]. Product: [CH2:14]([C@@H:10]1[CH2:9][N:8]([CH2:1][C:2]2[CH:3]=[CH:4][CH:5]=[CH:6][CH:7]=2)[CH2:13][CH2:12][N:11]1[S:29]([CH3:28])(=[O:31])=[O:30])[C:15]1[CH:20]=[CH:19][CH:18]=[CH:17][CH:16]=1. The catalyst class is: 166. (8) Reactant: [Cl:1][C:2]1[CH:17]=[CH:16][C:15]([Cl:18])=[CH:14][C:3]=1[O:4][C:5]1[N:13]=[CH:12][CH:11]=[CH:10][C:6]=1[C:7]([OH:9])=O.Cl.[Cl:20][C:21]1[CH:30]=[C:29]2[C:24]([CH2:25][CH2:26][CH2:27][NH:28]2)=[CH:23][CH:22]=1.C(N(CC)CC)C.CN(C(ON1N=NC2C=CC=NC1=2)=[N+](C)C)C.F[P-](F)(F)(F)(F)F. Product: [Cl:20][C:21]1[CH:30]=[C:29]2[C:24]([CH2:25][CH2:26][CH2:27][N:28]2[C:7]([C:6]2[C:5]([O:4][C:3]3[CH:14]=[C:15]([Cl:18])[CH:16]=[CH:17][C:2]=3[Cl:1])=[N:13][CH:12]=[CH:11][CH:10]=2)=[O:9])=[CH:23][CH:22]=1. The catalyst class is: 3. (9) Reactant: [CH3:1][C:2]1[CH:3]=[C:4]([CH:18]=[CH:19][CH:20]=1)[CH2:5][NH:6][C:7]([C:9]1[C:17]2[C:12](=[CH:13][CH:14]=[CH:15][CH:16]=2)[NH:11][CH:10]=1)=[O:8].C(=O)([O-])[O-].[Cs+].[Cs+].[Cl:27][CH2:28][CH2:29][CH2:30]I. Product: [Cl:27][CH2:28][CH2:29][CH2:30][N:11]1[C:12]2[C:17](=[CH:16][CH:15]=[CH:14][CH:13]=2)[C:9]([C:7]([NH:6][CH2:5][C:4]2[CH:18]=[CH:19][CH:20]=[C:2]([CH3:1])[CH:3]=2)=[O:8])=[CH:10]1. The catalyst class is: 23.